This data is from Forward reaction prediction with 1.9M reactions from USPTO patents (1976-2016). The task is: Predict the product of the given reaction. (1) Given the reactants [NH2:1][C:2]1[CH:26]=[CH:25][C:5]([O:6][C:7]2[CH:12]=[CH:11][N:10]=[C:9]3[CH:13]=[C:14]([NH:16][C:17]4[CH:22]=[CH:21][CH:20]=[C:19]([O:23][CH3:24])[CH:18]=4)[S:15][C:8]=23)=[C:4]([F:27])[CH:3]=1.[CH3:28][O:29][C:30]1[CH:35]=[CH:34][CH:33]=[CH:32][C:31]=1[CH2:36][C:37]([N:39]=[C:40]=[S:41])=[O:38], predict the reaction product. The product is: [F:27][C:4]1[CH:3]=[C:2]([NH:1][C:40]([NH:39][C:37](=[O:38])[CH2:36][C:31]2[CH:32]=[CH:33][CH:34]=[CH:35][C:30]=2[O:29][CH3:28])=[S:41])[CH:26]=[CH:25][C:5]=1[O:6][C:7]1[CH:12]=[CH:11][N:10]=[C:9]2[CH:13]=[C:14]([NH:16][C:17]3[CH:22]=[CH:21][CH:20]=[C:19]([O:23][CH3:24])[CH:18]=3)[S:15][C:8]=12. (2) Given the reactants [CH2:1]([C:4]1[CH:11]=[C:10]([F:12])[CH:9]=[C:6]([CH:7]=[O:8])[C:5]=1[OH:13])[CH:2]=[CH2:3], predict the reaction product. The product is: [F:12][C:10]1[CH:11]=[C:4]([CH2:1][CH2:2][CH3:3])[C:5]([OH:13])=[C:6]([CH:9]=1)[CH:7]=[O:8]. (3) Given the reactants C(NC(C)C)(C)C.C([Li])CCC.[Cl:13][C:14]1[CH:15]=[C:16]([CH2:21][C:22]([OH:24])=[O:23])[CH:17]=[CH:18][C:19]=1[Cl:20].I[CH2:26][CH:27]1[CH2:31][CH2:30][CH2:29][CH2:28]1.Cl, predict the reaction product. The product is: [CH:27]1([CH2:26][CH:21]([C:16]2[CH:17]=[CH:18][C:19]([Cl:20])=[C:14]([Cl:13])[CH:15]=2)[C:22]([OH:24])=[O:23])[CH2:31][CH2:30][CH2:29][CH2:28]1. (4) Given the reactants [C:1]1([CH:7]2[C:16]3[O:15][C:14](=O)[NH:13][C:12](=[O:18])[C:11]=3[CH2:10][CH2:9][CH2:8]2)[CH:6]=[CH:5][CH:4]=[CH:3][CH:2]=1.[OH-].[NH4+:20], predict the reaction product. The product is: [C:1]1([CH:7]2[C:16]3[NH:20][C:14](=[O:15])[NH:13][C:12](=[O:18])[C:11]=3[CH2:10][CH2:9][CH2:8]2)[CH:6]=[CH:5][CH:4]=[CH:3][CH:2]=1. (5) Given the reactants [NH2:1][C:2]1[CH:7]=[CH:6][N:5]=[CH:4][C:3]=1[CH:8]=O.Br[CH2:11][C:12](=O)[CH2:13][CH3:14].[OH-:16].[Na+].Cl, predict the reaction product. The product is: [CH2:13]([C:12]1[C:11]([OH:16])=[CH:8][C:3]2[C:2](=[CH:7][CH:6]=[N:5][CH:4]=2)[N:1]=1)[CH3:14]. (6) Given the reactants C(N(CC)CC)C.[OH:8][C:9]1[C:18]([N+:19]([O-:21])=[O:20])=[C:17]2[C:12]([CH:13]=[CH:14][C:15]([CH3:22])=[N:16]2)=[CH:11][CH:10]=1.[CH3:23][O:24][CH2:25]Cl, predict the reaction product. The product is: [CH3:23][O:24][CH2:25][O:8][C:9]1[C:18]([N+:19]([O-:21])=[O:20])=[C:17]2[C:12]([CH:13]=[CH:14][C:15]([CH3:22])=[N:16]2)=[CH:11][CH:10]=1. (7) The product is: [F:29][C:28]([F:31])([F:30])[C:26]([OH:32])=[O:27].[NH:17]1[C:18]2[C:23](=[CH:22][CH:21]=[CH:20][CH:19]=2)[CH:24]=[C:16]1[C:14]([N:11]1[CH2:12][CH2:13][CH:9]([NH:7][CH3:6])[CH2:10]1)=[O:15]. Given the reactants C(O[C:6](=O)[N:7]([CH:9]1[CH2:13][CH2:12][N:11]([C:14]([C:16]2[NH:17][C:18]3[C:23]([CH:24]=2)=[CH:22][CH:21]=[CH:20][CH:19]=3)=[O:15])[CH2:10]1)C)(C)(C)C.[C:26]([OH:32])([C:28]([F:31])([F:30])[F:29])=[O:27], predict the reaction product.